Predict the reaction yield, written as a fraction of the theoretical maximum amount of product (1.0 means a 100% yield; for example, 0.34 means a 34% yield). From a dataset of Reaction yield outcomes from USPTO patents with 853,638 reactions. (1) The catalyst is C(O)(C)C. The product is [F:1][C:2]1[CH:9]=[CH:8][C:7]([I:10])=[CH:6][C:3]=1[CH2:4][OH:5]. The reactants are [F:1][C:2]1[CH:9]=[CH:8][C:7]([I:10])=[CH:6][C:3]=1[CH:4]=[O:5].[BH4-].[Na+].O. The yield is 0.990. (2) The reactants are [NH2:1][C@H:2]1[CH2:7][CH2:6][C@H:5]([NH:8][C:9]2[CH:14]=[C:13]([C:15]3[CH:20]=[CH:19][CH:18]=[C:17]([NH:21][CH2:22][C:23]4[CH:28]=[CH:27][CH:26]=[C:25]([F:29])[CH:24]=4)[N:16]=3)[C:12]([Cl:30])=[CH:11][N:10]=2)[CH2:4][CH2:3]1.C([O-])([O-])=O.[K+].[K+].CS(O[CH2:42][CH2:43][S:44]([CH3:47])(=[O:46])=[O:45])(=O)=O. The catalyst is CS(C)=O. The product is [Cl:30][C:12]1[C:13]([C:15]2[CH:20]=[CH:19][CH:18]=[C:17]([NH:21][CH2:22][C:23]3[CH:28]=[CH:27][CH:26]=[C:25]([F:29])[CH:24]=3)[N:16]=2)=[CH:14][C:9]([NH:8][C@H:5]2[CH2:6][CH2:7][C@H:2]([NH:1][CH2:42][CH2:43][S:44]([CH3:47])(=[O:46])=[O:45])[CH2:3][CH2:4]2)=[N:10][CH:11]=1. The yield is 0.240. (3) The reactants are N[C:2]1[N:3]=[N:4][CH:5]=[CH:6][N:7]=1.Cl.[S:9](=[O:11])=[O:10].CCOCC. The catalyst is O.C(O)(=O)C.[Cu](Cl)Cl. The product is [S:9](=[C:2]1[N:7]=[CH:6][CH:5]=[N:4][NH:3]1)(=[O:11])=[O:10]. The yield is 0.650. (4) The reactants are [F:1][C:2]1[CH:3]=[C:4]([CH:8]=[CH:9][CH:10]=1)[C:5]([OH:7])=[O:6].NCCCCN.[Li]C(CC)C.[Cl:22]C(Cl)(Cl)C(Cl)(Cl)Cl. The catalyst is C1COCC1. The product is [Cl:22][C:3]1[C:2]([F:1])=[CH:10][CH:9]=[CH:8][C:4]=1[C:5]([OH:7])=[O:6]. The yield is 0.740. (5) The reactants are [CH3:1][C:2]1[C:6]([C:7]2[CH:16]=[C:15]3[C:10]([C:11]([NH:18][CH2:19][CH:20]4[CH2:25][CH2:24][O:23][CH2:22][CH2:21]4)=[C:12]([NH2:17])[CH:13]=[N:14]3)=[CH:9][C:8]=2[O:26][CH3:27])=[C:5]([CH3:28])[O:4][N:3]=1.[N:29]([CH2:32][CH2:33][N:34]1[CH2:39][CH2:38][O:37][CH2:36][CH2:35]1)=[C:30]=S. No catalyst specified. The product is [CH3:1][C:2]1[C:6]([C:7]2[C:8]([O:26][CH3:27])=[CH:9][C:10]3[C:11]4[N:18]([CH2:19][CH:20]5[CH2:21][CH2:22][O:23][CH2:24][CH2:25]5)[C:30]([NH:29][CH2:32][CH2:33][N:34]5[CH2:39][CH2:38][O:37][CH2:36][CH2:35]5)=[N:17][C:12]=4[CH:13]=[N:14][C:15]=3[CH:16]=2)=[C:5]([CH3:28])[O:4][N:3]=1. The yield is 0.600.